This data is from Forward reaction prediction with 1.9M reactions from USPTO patents (1976-2016). The task is: Predict the product of the given reaction. (1) Given the reactants [F-].C([N+](CCCC)(CCCC)CCCC)CCC.[CH3:19][C:20]1([CH3:79])[C:28]2[C:23](=[C:24]([CH2:29][O:30][C@@H:31]3[C@@H:36]([C:37]4[CH:42]=[CH:41][C:40]([O:43][CH2:44][CH2:45][CH2:46][O:47][CH3:48])=[CH:39][CH:38]=4)[C@H:35]([O:49][Si](C(C)C)(C(C)C)C(C)C)[CH2:34][N:33]([C:60]([O:62][CH2:63][C:64]4[CH:69]=[CH:68][CH:67]=[CH:66][CH:65]=4)=[O:61])[CH2:32]3)[CH:25]=[CH:26][CH:27]=2)[N:22](COCC[Si](C)(C)C)[C:21]1=[O:78], predict the reaction product. The product is: [CH3:19][C:20]1([CH3:79])[C:28]2[C:23](=[C:24]([CH2:29][O:30][C@@H:31]3[C@@H:36]([C:37]4[CH:38]=[CH:39][C:40]([O:43][CH2:44][CH2:45][CH2:46][O:47][CH3:48])=[CH:41][CH:42]=4)[C@H:35]([OH:49])[CH2:34][N:33]([C:60]([O:62][CH2:63][C:64]4[CH:65]=[CH:66][CH:67]=[CH:68][CH:69]=4)=[O:61])[CH2:32]3)[CH:25]=[CH:26][CH:27]=2)[NH:22][C:21]1=[O:78]. (2) Given the reactants [C:1]([O:5][C:6]([NH:8][C:9]1([CH2:15][C:16]([OH:18])=[O:17])[CH2:14][CH2:13][O:12][CH2:11][CH2:10]1)=[O:7])([CH3:4])([CH3:3])[CH3:2].Br[CH2:20][C:21]([C:23]1[CH:28]=[CH:27][C:26]([O:29][C:30]([F:33])([F:32])[F:31])=[CH:25][CH:24]=1)=[O:22], predict the reaction product. The product is: [C:1]([O:5][C:6]([NH:8][C:9]1([CH2:15][C:16]([O:18][CH2:20][C:21](=[O:22])[C:23]2[CH:28]=[CH:27][C:26]([O:29][C:30]([F:31])([F:32])[F:33])=[CH:25][CH:24]=2)=[O:17])[CH2:14][CH2:13][O:12][CH2:11][CH2:10]1)=[O:7])([CH3:4])([CH3:2])[CH3:3]. (3) Given the reactants [CH2:1]([C:8]([CH2:17][CH2:18][CH2:19][CH2:20][CH2:21][CH2:22][C:23]([F:29])([F:28])[C:24]([F:27])([F:26])[F:25])(C(OC)=O)[C:9]([O:11][CH3:12])=[O:10])[CH2:2][CH2:3][CH2:4][CH2:5][CH:6]=[CH2:7].O.[Cl-].[Li+].CCCCCC.C(OCC)(=O)C, predict the reaction product. The product is: [F:28][C:23]([F:29])([C:24]([F:25])([F:26])[F:27])[CH2:22][CH2:21][CH2:20][CH2:19][CH2:18][CH2:17][CH:8]([CH2:1][CH2:2][CH2:3][CH2:4][CH2:5][CH:6]=[CH2:7])[C:9]([O:11][CH3:12])=[O:10]. (4) Given the reactants CN(C)CCN1C=C(C2C=CC(F)=C(C(F)(F)F)C=2)N=C1C1CCN(C2N=CN=C(N)C=2CC)CC1.[CH:37]1(/[CH:40]=[CH:41]/[C:42]2[C:43]([NH2:75])=[N:44][CH:45]=[N:46][C:47]=2[N:48]2[CH2:53][CH2:52][CH:51]([C:54]3[N:55]([CH2:70][CH2:71][N:72]([CH3:74])[CH3:73])[CH:56]=[C:57]([C:59]4[CH:64]=[CH:63][C:62]([F:65])=[C:61]([C:66]([F:69])([F:68])[F:67])[CH:60]=4)[N:58]=3)[CH2:50][CH2:49]2)[CH2:39][CH2:38]1, predict the reaction product. The product is: [CH:37]1([CH2:40][CH2:41][C:42]2[C:43]([NH2:75])=[N:44][CH:45]=[N:46][C:47]=2[N:48]2[CH2:53][CH2:52][CH:51]([C:54]3[N:55]([CH2:70][CH2:71][N:72]([CH3:73])[CH3:74])[CH:56]=[C:57]([C:59]4[CH:64]=[CH:63][C:62]([F:65])=[C:61]([C:66]([F:69])([F:68])[F:67])[CH:60]=4)[N:58]=3)[CH2:50][CH2:49]2)[CH2:39][CH2:38]1. (5) Given the reactants [CH3:1][C:2]([S:8][C:9]1[CH:14]=[CH:13][CH:12]=[CH:11][CH:10]=1)([CH3:7])[C:3](OC)=[O:4].CC(C[AlH]CC(C)C)C.Cl, predict the reaction product. The product is: [CH3:7][C:2]([S:8][C:9]1[CH:14]=[CH:13][CH:12]=[CH:11][CH:10]=1)([CH3:1])[CH2:3][OH:4]. (6) Given the reactants [C:1]1([C@H:7]([CH3:11])[C:8](O)=[O:9])[CH:6]=[CH:5][CH:4]=[CH:3][CH:2]=1.S(Cl)([Cl:14])=O.CN(C)C1C=CC=CC=1, predict the reaction product. The product is: [C:1]1([C@H:7]([CH3:11])[C:8]([Cl:14])=[O:9])[CH:6]=[CH:5][CH:4]=[CH:3][CH:2]=1.